Dataset: Full USPTO retrosynthesis dataset with 1.9M reactions from patents (1976-2016). Task: Predict the reactants needed to synthesize the given product. (1) Given the product [N+:12]([C:8]1[CH:9]=[C:5]([C:3](=[O:4])[C:2]([Cl:1])([Cl:10])[Cl:11])[N:6]([CH3:16])[CH:7]=1)([O-:15])=[O:13], predict the reactants needed to synthesize it. The reactants are: [Cl:1][C:2]([Cl:11])([Cl:10])[C:3]([C:5]1[NH:6][CH:7]=[CH:8][CH:9]=1)=[O:4].[N+:12]([O-:15])(O)=[O:13].[CH:16](O)(C)C. (2) Given the product [CH2:10]([O:12][C:13]([N:15]1[CH2:16][CH2:17][N:18]([CH:25]([C:24]2[CH:27]=[CH:28][CH:29]=[CH:30][C:23]=2[O:22][CH3:21])[C:9]#[C:8][C:4]2[CH:5]=[CH:6][CH:7]=[C:2]([Cl:1])[CH:3]=2)[CH2:19][CH2:20]1)=[O:14])[CH3:11], predict the reactants needed to synthesize it. The reactants are: [Cl:1][C:2]1[CH:3]=[C:4]([C:8]#[CH:9])[CH:5]=[CH:6][CH:7]=1.[CH2:10]([O:12][C:13]([N:15]1[CH2:20][CH2:19][NH:18][CH2:17][CH2:16]1)=[O:14])[CH3:11].[CH3:21][O:22][C:23]1[CH:30]=[CH:29][CH:28]=[CH:27][C:24]=1[CH:25]=O. (3) Given the product [C:1]([O:5][C:6]([CH:7]1[CH2:8][C:9]([C:21]2[CH:26]=[C:25]([F:27])[CH:24]=[CH:23][C:22]=2[F:28])([C:19]#[N:20])[CH2:10][CH2:11][C:12]1=[O:14])=[O:29])([CH3:3])([CH3:4])[CH3:2], predict the reactants needed to synthesize it. The reactants are: [C:1]([O:5][C:6](=[O:29])[CH2:7][CH2:8][C:9]([C:21]1[CH:26]=[C:25]([F:27])[CH:24]=[CH:23][C:22]=1[F:28])([C:19]#[N:20])[CH2:10][CH2:11][C:12]([O:14]C(C)(C)C)=O)([CH3:4])([CH3:3])[CH3:2].CC([O-])(C)C.[K+].C(O)(C)=O.O.